This data is from Full USPTO retrosynthesis dataset with 1.9M reactions from patents (1976-2016). The task is: Predict the reactants needed to synthesize the given product. (1) Given the product [CH2:1]([S:8][C:9]1[CH:10]=[C:11]2[C:16](=[CH:17][CH:18]=1)[CH:15]([C:19]1[CH:24]=[CH:23][C:22]([C:73]3[CH:72]=[CH:71][CH:70]=[C:69]([F:68])[CH:74]=3)=[CH:21][C:20]=1[O:26][CH3:27])[N:14]([C:28](=[O:30])[CH3:29])[CH2:13][CH2:12]2)[C:2]1[CH:7]=[CH:6][CH:5]=[CH:4][CH:3]=1, predict the reactants needed to synthesize it. The reactants are: [CH2:1]([S:8][C:9]1[CH:10]=[C:11]2[C:16](=[CH:17][CH:18]=1)[CH:15]([C:19]1[CH:24]=[CH:23][C:22](Br)=[CH:21][C:20]=1[O:26][CH3:27])[N:14]([C:28](=[O:30])[CH3:29])[CH2:13][CH2:12]2)[C:2]1[CH:7]=[CH:6][CH:5]=[CH:4][CH:3]=1.COC1C=CC=C(OC)C=1C1C=CC=CC=1P(C1CCCCC1)C1CCCCC1.P([O-])([O-])([O-])=O.[K+].[K+].[K+].[F:68][C:69]1[CH:70]=[C:71](B(O)O)[CH:72]=[CH:73][CH:74]=1. (2) The reactants are: [NH2:1][C:2]1[C:3]([C:7]2[NH:23][C:10]3=[CH:11][C:12]4[C:13]([CH3:22])([CH3:21])[C:14](=[O:20])[N:15]([CH2:18][CH3:19])[C:16]=4[CH:17]=[C:9]3[N:8]=2)=[N:4][NH:5][CH:6]=1.[F:24][C:25]1[CH:33]=[CH:32][CH:31]=[C:30]([F:34])[C:26]=1[C:27](O)=[O:28]. Given the product [CH2:18]([N:15]1[C:16]2[CH:17]=[C:9]3[N:8]=[C:7]([C:3]4[C:2]([NH:1][C:27](=[O:28])[C:26]5[C:25]([F:24])=[CH:33][CH:32]=[CH:31][C:30]=5[F:34])=[CH:6][NH:5][N:4]=4)[NH:23][C:10]3=[CH:11][C:12]=2[C:13]([CH3:22])([CH3:21])[C:14]1=[O:20])[CH3:19], predict the reactants needed to synthesize it. (3) Given the product [CH3:1][NH:2][C:27](=[O:28])[CH2:26][CH:17]1[N:16]([C:14]([C:11]2[CH:12]=[CH:13][C:7]3[O:6][CH2:5][C:4](=[O:3])[NH:9][C:8]=3[CH:10]=2)=[O:15])[C:21]2[CH:22]=[CH:23][CH:24]=[CH:25][C:20]=2[O:19][CH2:18]1, predict the reactants needed to synthesize it. The reactants are: [CH3:1][NH2:2].[O:3]=[C:4]1[NH:9][C:8]2[CH:10]=[C:11]([C:14]([N:16]3[C:21]4[CH:22]=[CH:23][CH:24]=[CH:25][C:20]=4[O:19][CH2:18][CH:17]3[CH2:26][C:27](OCC)=[O:28])=[O:15])[CH:12]=[CH:13][C:7]=2[O:6][CH2:5]1. (4) Given the product [Br:19][C:17]1[S:16][C:15]([C:20]([O:22][CH3:23])=[O:21])=[C:14]([NH:13][C:2]([NH:24][CH:25]2[CH2:26][CH2:27][N:28]([C:31]([O:33][C:34]([CH3:37])([CH3:36])[CH3:35])=[O:32])[CH2:29][CH2:30]2)=[O:4])[CH:18]=1, predict the reactants needed to synthesize it. The reactants are: Cl[C:2](Cl)([O:4]C(=O)OC(Cl)(Cl)Cl)Cl.[NH2:13][C:14]1[CH:18]=[C:17]([Br:19])[S:16][C:15]=1[C:20]([O:22][CH3:23])=[O:21].[NH2:24][CH:25]1[CH2:30][CH2:29][N:28]([C:31]([O:33][C:34]([CH3:37])([CH3:36])[CH3:35])=[O:32])[CH2:27][CH2:26]1.[Cl-].[Na+]. (5) Given the product [ClH:40].[ClH:40].[CH3:1][C:2]1[CH:11]=[CH:10][C:9]2[C:4](=[CH:5][CH:6]=[CH:7][C:8]=2[CH:12]2[CH2:17][CH2:16][N:15]([CH2:18][CH2:19][C:20]3[CH:29]=[CH:28][CH:27]=[C:26]4[C:21]=3[CH2:22][CH2:23][C:24]3[N:25]4[CH:30]=[N:31][C:32]=3[C:33]([NH2:44])=[O:38])[CH2:14][CH2:13]2)[N:3]=1, predict the reactants needed to synthesize it. The reactants are: [CH3:1][C:2]1[CH:11]=[CH:10][C:9]2[C:4](=[CH:5][CH:6]=[CH:7][C:8]=2[CH:12]2[CH2:17][CH2:16][N:15]([CH2:18][CH2:19][C:20]3[CH:29]=[CH:28][CH:27]=[C:26]4[C:21]=3[CH2:22][CH2:23][C:24]3[N:25]4[CH:30]=[N:31][C:32]=3[C:33](OCC)=O)[CH2:14][CH2:13]2)[N:3]=1.[OH-:38].[K+].[ClH:40].Cl.CC1C=CC2C(=CC=CC=2N2CCN(CCC3C4OCC5=C(C(N)=O)N=CN5C=4C=CC=3)CC2)[N:44]=1.Cl. (6) Given the product [ClH:21].[Cl:26][C:23]1[CH:24]=[CH:25][C:10]([NH:9][C:7](=[O:8])[C:6]2[CH:27]=[CH:28][C:29]([S:31][CH3:32])=[CH:30][C:5]=2[O:4][CH2:3][CH2:2][N:36]([CH3:35])[CH3:40])=[C:11]([CH:22]=1)[C:12]([NH:14][C:15]1[CH:20]=[CH:19][C:18]([Cl:21])=[CH:17][N:16]=1)=[O:13], predict the reactants needed to synthesize it. The reactants are: N[CH2:2][CH2:3][O:4][C:5]1[CH:30]=[C:29]([S:31][CH3:32])[CH:28]=[CH:27][C:6]=1[C:7]([NH:9][C:10]1[CH:25]=[CH:24][C:23]([Cl:26])=[CH:22][C:11]=1[C:12]([NH:14][C:15]1[CH:20]=[CH:19][C:18]([Cl:21])=[CH:17][N:16]=1)=[O:13])=[O:8].C=O.[C:35]([BH3-])#[N:36].[Na+].Cl.[C:40](=O)([O-])[O-].[Na+].[Na+]. (7) Given the product [S:1]1[CH:5]=[CH:4][C:3]2[CH:6]=[C:7]([CH:10]3[C:19]4[C:14](=[CH:15][C:16]([C:20]5[N:21]=[N:22][CH:23]=[CH:24][CH:25]=5)=[CH:17][CH:18]=4)[CH2:13][N:12]([CH3:27])[CH2:11]3)[CH:8]=[CH:9][C:2]1=2, predict the reactants needed to synthesize it. The reactants are: [S:1]1[CH:5]=[CH:4][C:3]2[CH:6]=[C:7]([CH:10]3[C:19]4[C:14](=[CH:15][C:16]([C:20]5[N:21]=[N:22][C:23](Cl)=[CH:24][CH:25]=5)=[CH:17][CH:18]=4)[CH2:13][N:12]([CH3:27])[CH2:11]3)[CH:8]=[CH:9][C:2]1=2.O.NN.